From a dataset of Forward reaction prediction with 1.9M reactions from USPTO patents (1976-2016). Predict the product of the given reaction. (1) Given the reactants [S-:1][C:2]#[N:3].[Na+].Cl[C:6]([O:8][CH2:9][CH3:10])=[O:7].[N+:11](=[CH:13][C:14]([O:16][CH2:17][CH3:18])=[O:15])=[N-:12].Cl, predict the reaction product. The product is: [CH2:9]([O:8][C:6]([NH:3][C:2]1[S:1][N:12]=[N:11][C:13]=1[C:14]([O:16][CH2:17][CH3:18])=[O:15])=[O:7])[CH3:10]. (2) Given the reactants C[O:2][C:3]([C:5]1[CH:14]=[CH:13][C:12]2[C:7](=[CH:8][CH:9]=[CH:10][CH:11]=2)[C:6]=1[CH:15]=[CH:16][CH2:17][CH2:18][C:19]1[CH:24]=[CH:23][CH:22]=[CH:21][CH:20]=1)=[O:4].[OH-].[Na+], predict the reaction product. The product is: [C:19]1([CH2:18][CH2:17][CH:16]=[CH:15][C:6]2[C:7]3[C:12](=[CH:11][CH:10]=[CH:9][CH:8]=3)[CH:13]=[CH:14][C:5]=2[C:3]([OH:4])=[O:2])[CH:20]=[CH:21][CH:22]=[CH:23][CH:24]=1. (3) The product is: [CH3:14][O:7][C:6](=[O:8])[C:5]1[CH:9]=[CH:10][C:2]([Br:1])=[CH:3][C:4]=1[CH3:11]. Given the reactants [Br:1][C:2]1[CH:10]=[CH:9][C:5]([C:6]([OH:8])=[O:7])=[C:4]([CH3:11])[CH:3]=1.IC.[C:14](=O)(O)[O-].[Na+], predict the reaction product. (4) The product is: [S:14]1[C:15]2[C:7]([C:5]([OH:6])=[O:4])=[CH:8][CH:9]=[CH:10][C:11]=2[N:12]=[CH:13]1. Given the reactants [OH-].[Na+].C[O:4][C:5]([C:7]1[C:15]2[S:14][CH:13]=[N:12][C:11]=2[CH:10]=[CH:9][CH:8]=1)=[O:6].C1COCC1.O, predict the reaction product.